Predict the product of the given reaction. From a dataset of Forward reaction prediction with 1.9M reactions from USPTO patents (1976-2016). (1) Given the reactants Cl.[Br:2][C:3]1[CH:16]=[CH:15][C:6]([C:7]([N:9]2[CH2:14][CH2:13][NH:12][CH2:11][CH2:10]2)=[O:8])=[CH:5][CH:4]=1.[C:17](=[O:20])([O-])[O-].[Na+].[Na+].O.O.[CH:25](O)([CH3:27])[CH3:26], predict the reaction product. The product is: [Br:2][C:3]1[CH:16]=[CH:15][C:6]([C:7]([N:9]2[CH2:14][CH2:13][N:12]([CH2:26][CH2:25][CH2:27][N:9]3[CH2:10][CH2:11][N:12]([C:17](=[O:20])[C:6]4[CH:15]=[CH:16][C:3]([Br:2])=[CH:4][CH:5]=4)[CH2:13][CH2:14]3)[CH2:11][CH2:10]2)=[O:8])=[CH:5][CH:4]=1. (2) Given the reactants [C:1]([N:4]1[CH2:9][CH2:8][CH2:7][CH:6]([CH2:10][NH:11][C:12]([C:14]2[C:22]3[C:17](=[N:18][CH:19]=[C:20]([CH:23]4[CH2:25][CH2:24]4)[N:21]=3)[N:16](COCC[Si](C)(C)C)[CH:15]=2)=[O:13])[CH2:5]1)(=[O:3])[CH3:2].CS(N1CCCC(CNC(C2C3C(=NC=C(C4CC4)N=3)N(COCC[Si](C)(C)C)C=2)=O)C1)(=O)=O, predict the reaction product. The product is: [C:1]([N:4]1[CH2:9][CH2:8][CH2:7][CH:6]([CH2:10][NH:11][C:12]([C:14]2[C:22]3[C:17](=[N:18][CH:19]=[C:20]([CH:23]4[CH2:24][CH2:25]4)[N:21]=3)[NH:16][CH:15]=2)=[O:13])[CH2:5]1)(=[O:3])[CH3:2]. (3) The product is: [C:16]1([CH3:25])[CH:21]=[CH:20][CH:19]=[CH:18][C:17]=1[C:2]1[C:10]2[C:5](=[CH:6][CH:7]=[CH:8][CH:9]=2)[NH:4][C:3]=1[C:11]([O:13][CH2:14][CH3:15])=[O:12]. Given the reactants Br[C:2]1[C:10]2[C:5](=[CH:6][CH:7]=[CH:8][CH:9]=2)[NH:4][C:3]=1[C:11]([O:13][CH2:14][CH3:15])=[O:12].[C:16]1([CH3:25])[CH:21]=[CH:20][CH:19]=[CH:18][C:17]=1B(O)O.C([O-])([O-])=O.[Na+].[Na+], predict the reaction product.